This data is from Forward reaction prediction with 1.9M reactions from USPTO patents (1976-2016). The task is: Predict the product of the given reaction. Given the reactants C[O:2][C:3](=[O:55])[C:4]([CH3:54])([CH3:53])[CH2:5][C@@H:6]1[CH2:11][C@H:10]([C:12]2[CH:17]=[CH:16][C:15]([CH2:18][O:19][CH2:20][C@H:21]([O:23][CH2:24][CH3:25])[CH3:22])=[CH:14][CH:13]=2)[C@@H:9]([O:26][CH2:27][C:28]2[CH:29]=[CH:30][C:31]3[O:36][CH2:35][CH2:34][N:33]([CH2:37][CH2:38][CH2:39][O:40][CH3:41])[C:32]=3[CH:42]=2)[CH2:8][N:7]1[S:43]([C:46]1[CH:51]=[CH:50][C:49]([CH3:52])=[CH:48][CH:47]=1)(=[O:45])=[O:44].[OH-].[Li+], predict the reaction product. The product is: [CH2:24]([O:23][C@H:21]([CH3:22])[CH2:20][O:19][CH2:18][C:15]1[CH:16]=[CH:17][C:12]([C@@H:10]2[C@@H:9]([O:26][CH2:27][C:28]3[CH:29]=[CH:30][C:31]4[O:36][CH2:35][CH2:34][N:33]([CH2:37][CH2:38][CH2:39][O:40][CH3:41])[C:32]=4[CH:42]=3)[CH2:8][N:7]([S:43]([C:46]3[CH:51]=[CH:50][C:49]([CH3:52])=[CH:48][CH:47]=3)(=[O:45])=[O:44])[C@H:6]([CH2:5][C:4]([CH3:53])([CH3:54])[C:3]([OH:55])=[O:2])[CH2:11]2)=[CH:13][CH:14]=1)[CH3:25].